From a dataset of NCI-60 drug combinations with 297,098 pairs across 59 cell lines. Regression. Given two drug SMILES strings and cell line genomic features, predict the synergy score measuring deviation from expected non-interaction effect. Drug 2: C1=CC=C(C=C1)NC(=O)CCCCCCC(=O)NO. Drug 1: CCC1(CC2CC(C3=C(CCN(C2)C1)C4=CC=CC=C4N3)(C5=C(C=C6C(=C5)C78CCN9C7C(C=CC9)(C(C(C8N6C=O)(C(=O)OC)O)OC(=O)C)CC)OC)C(=O)OC)O.OS(=O)(=O)O. Cell line: CCRF-CEM. Synergy scores: CSS=71.4, Synergy_ZIP=-1.05, Synergy_Bliss=-0.756, Synergy_Loewe=-1.01, Synergy_HSA=1.90.